This data is from Catalyst prediction with 721,799 reactions and 888 catalyst types from USPTO. The task is: Predict which catalyst facilitates the given reaction. (1) Reactant: [Cl:1][C:2]1[CH:3]=[C:4]([NH:12][C@H:13]([CH3:17])[C:14](O)=[O:15])[CH:5]=[CH:6][C:7]=1[C:8]([F:11])([F:10])[F:9]. Product: [Cl:1][C:2]1[CH:3]=[C:4]([NH:12][C@H:13]([CH3:17])[CH2:14][OH:15])[CH:5]=[CH:6][C:7]=1[C:8]([F:11])([F:10])[F:9]. The catalyst class is: 1. (2) Reactant: [C:1]([O:5][C@@H:6]([C:11]1[C:12]([CH3:34])=[N:13][C:14]2[N:15]([N:24]=[C:25]([C:27]3[CH:32]=[CH:31][CH:30]=[C:29]([Cl:33])[CH:28]=3)[CH:26]=2)[C:16]=1[C:17]1[CH:22]=[CH:21][C:20]([F:23])=[CH:19][CH:18]=1)[C:7]([O:9]C)=[O:8])([CH3:4])([CH3:3])[CH3:2].[OH-].[Na+].Cl. Product: [C:1]([O:5][C@@H:6]([C:11]1[C:12]([CH3:34])=[N:13][C:14]2[N:15]([N:24]=[C:25]([C:27]3[CH:32]=[CH:31][CH:30]=[C:29]([Cl:33])[CH:28]=3)[CH:26]=2)[C:16]=1[C:17]1[CH:18]=[CH:19][C:20]([F:23])=[CH:21][CH:22]=1)[C:7]([OH:9])=[O:8])([CH3:4])([CH3:3])[CH3:2]. The catalyst class is: 275. (3) Reactant: [CH3:1][NH:2][CH3:3].[F:4][P-:5]([F:10])([F:9])([F:8])([F:7])[F:6].Cl/[C:12](/[C:18]1[CH:19]=[N:20][N:21]2[CH:26]=[CH:25][CH:24]=[CH:23][C:22]=12)=[CH:13]\[CH:14]=[N+:15]([CH3:17])[CH3:16]. Product: [F:4][P-:5]([F:10])([F:9])([F:8])([F:7])[F:6].[CH3:1][N:2]([CH3:3])/[C:12](/[C:18]1[CH:19]=[N:20][N:21]2[CH:26]=[CH:25][CH:24]=[CH:23][C:22]=12)=[CH:13]\[CH:14]=[N+:15]([CH3:17])[CH3:16]. The catalyst class is: 5. (4) Reactant: [C:1]([C:3]1[CH:4]=[C:5]([S:45]([NH:48][C:49]2[S:53][N:52]=[CH:51][N:50]=2)(=[O:47])=[O:46])[CH:6]=[CH:7][C:8]=1[O:9][C:10]1[CH:15]=[CH:14][C:13]([C:16]([F:19])([F:18])[F:17])=[CH:12][C:11]=1[C:20]1[CH:21]=[N:22][N:23](C(C2C=CC=CC=2)(C2C=CC=CC=2)C2C=CC=CC=2)[C:24]=1[CH3:25])#[N:2]. Product: [C:1]([C:3]1[CH:4]=[C:5]([S:45]([NH:48][C:49]2[S:53][N:52]=[CH:51][N:50]=2)(=[O:47])=[O:46])[CH:6]=[CH:7][C:8]=1[O:9][C:10]1[CH:15]=[CH:14][C:13]([C:16]([F:19])([F:17])[F:18])=[CH:12][C:11]=1[C:20]1[CH:21]=[N:22][NH:23][C:24]=1[CH3:25])#[N:2]. The catalyst class is: 89. (5) Reactant: FC(F)(F)S(O[C:7]1[CH:12]=[CH:11][C:10]([N:13]2[CH:18]=[C:17]([O:19][CH3:20])[C:16](=[O:21])[C:15]([C:22]3[N:26]([C:27]4[CH:32]=[CH:31][CH:30]=[CH:29][CH:28]=4)[N:25]=[CH:24][CH:23]=3)=[N:14]2)=[C:9]([F:33])[CH:8]=1)(=O)=O.[F:36][CH:37]([F:52])[N:38]1[CH:42]=[C:41](B2OC(C)(C)C(C)(C)O2)[CH:40]=[N:39]1.C([O-])([O-])=O.[Na+].[Na+].COCCOC. Product: [F:36][CH:37]([F:52])[N:38]1[CH:42]=[C:41]([C:7]2[CH:12]=[CH:11][C:10]([N:13]3[CH:18]=[C:17]([O:19][CH3:20])[C:16](=[O:21])[C:15]([C:22]4[N:26]([C:27]5[CH:28]=[CH:29][CH:30]=[CH:31][CH:32]=5)[N:25]=[CH:24][CH:23]=4)=[N:14]3)=[C:9]([F:33])[CH:8]=2)[CH:40]=[N:39]1. The catalyst class is: 103. (6) Reactant: [CH3:1][CH:2]([N:4]1[CH:8]([CH3:9])[CH2:7][C:6](=[O:10])[NH:5]1)[CH3:3].OO.O.[OH-].[Na+]. Product: [CH3:1][CH:2]([N:4]1[C:8]([CH3:9])=[CH:7][C:6](=[O:10])[NH:5]1)[CH3:3]. The catalyst class is: 15. (7) Reactant: [NH2:1][C:2]1[C:7]([C:8]2[CH:17]=[CH:16][C:11]([C:12]([O:14][CH3:15])=[O:13])=[C:10]([CH3:18])[CH:9]=2)=[CH:6][CH:5]=[CH:4][N:3]=1.C1C(=O)N([Br:26])C(=O)C1. Product: [NH2:1][C:2]1[C:7]([C:8]2[CH:17]=[CH:16][C:11]([C:12]([O:14][CH3:15])=[O:13])=[C:10]([CH3:18])[CH:9]=2)=[CH:6][C:5]([Br:26])=[CH:4][N:3]=1. The catalyst class is: 10. (8) Reactant: C[Si](Br)(C)C.C([O:8][P:9]([CH2:14][O:15][C:16]1[CH:24]=[C:23]2[C:19]([C:20]([C:46](=[O:48])[CH3:47])=[CH:21][N:22]2[CH2:25][C:26]([N:28]2[CH2:32][C@H:31]([F:33])[CH2:30][C@H:29]2[C:34](=[O:45])[NH:35][CH2:36][C:37]2[CH:42]=[CH:41][CH:40]=[C:39]([Cl:43])[C:38]=2[F:44])=[O:27])=[CH:18][CH:17]=1)(=[O:13])[O:10]CC)C. Product: [C:46]([C:20]1[C:19]2[C:23](=[CH:24][C:16]([O:15][CH2:14][P:9](=[O:8])([OH:10])[OH:13])=[CH:17][CH:18]=2)[N:22]([CH2:25][C:26]([N:28]2[CH2:32][C@H:31]([F:33])[CH2:30][C@H:29]2[C:34](=[O:45])[NH:35][CH2:36][C:37]2[CH:42]=[CH:41][CH:40]=[C:39]([Cl:43])[C:38]=2[F:44])=[O:27])[CH:21]=1)(=[O:48])[CH3:47]. The catalyst class is: 2. (9) Reactant: [N:1]([CH2:4][C@@H:5]([NH:12][C:13]([C:15]1[S:16][CH:17]=[CH:18][C:19]=1[NH:20][C:21]1[CH:26]=[CH:25][N:24]=[C:23]2[NH:27][CH:28]=[CH:29][C:22]=12)=[O:14])[C:6]1[CH:11]=[CH:10][CH:9]=[CH:8][CH:7]=1)=[N+]=[N-]. Product: [NH2:1][CH2:4][C@@H:5]([NH:12][C:13]([C:15]1[S:16][CH:17]=[CH:18][C:19]=1[NH:20][C:21]1[CH:26]=[CH:25][N:24]=[C:23]2[NH:27][CH:28]=[CH:29][C:22]=12)=[O:14])[C:6]1[CH:11]=[CH:10][CH:9]=[CH:8][CH:7]=1. The catalyst class is: 19.